This data is from Forward reaction prediction with 1.9M reactions from USPTO patents (1976-2016). The task is: Predict the product of the given reaction. (1) Given the reactants [I:1][C:2]1[C:10]2[C:5](=[N:6][CH:7]=[N:8][C:9]=2O)[N:4]([CH3:12])[N:3]=1.CN(C)C=O.P(Cl)(Cl)([Cl:20])=O.C(=O)(O)[O-].[Na+], predict the reaction product. The product is: [Cl:20][C:9]1[N:8]=[CH:7][N:6]=[C:5]2[N:4]([CH3:12])[N:3]=[C:2]([I:1])[C:10]=12. (2) Given the reactants [CH3:1][O:2][C:3](=[O:25])[CH2:4][C:5]1[C:14]([CH3:15])=[C:13](OS(C(F)(F)F)(=O)=O)[C:12]2[C:7](=[CH:8][CH:9]=[C:10]([F:24])[CH:11]=2)[CH:6]=1.C1(P(C2C=CC=CC=2)C2C=CC=CC=2)C=CC=CC=1.B([C:48]1[CH:53]=[CH:52][C:51]([S:54]([N:57]2[CH2:62][CH2:61][CH2:60][CH2:59][CH2:58]2)(=[O:56])=[O:55])=[CH:50][CH:49]=1)(O)O.C(=O)([O-])[O-].[Na+].[Na+], predict the reaction product. The product is: [CH3:1][O:2][C:3](=[O:25])[CH2:4][C:5]1[C:14]([CH3:15])=[C:13]([C:48]2[CH:53]=[CH:52][C:51]([S:54]([N:57]3[CH2:58][CH2:59][CH2:60][CH2:61][CH2:62]3)(=[O:56])=[O:55])=[CH:50][CH:49]=2)[C:12]2[C:7](=[CH:8][CH:9]=[C:10]([F:24])[CH:11]=2)[CH:6]=1. (3) Given the reactants [CH3:1][O:2][CH:3]([O:20][CH3:21])[C:4]1[C:11]([O:12][CH2:13][O:14][CH3:15])=[C:10]([C:16]([F:19])([F:18])[F:17])[CH:9]=[CH:8][C:5]=1[CH:6]=O.[NH2:22][C:23]1[CH:36]=[CH:35][C:26]2[C@H:27]([CH2:30][C:31]([O:33][CH3:34])=[O:32])[CH2:28][O:29][C:25]=2[CH:24]=1.C(O)(=O)C.C(O[BH-](OC(=O)C)OC(=O)C)(=O)C.[Na+].C(=O)([O-])O.[Na+], predict the reaction product. The product is: [CH3:1][O:2][CH:3]([O:20][CH3:21])[C:4]1[C:11]([O:12][CH2:13][O:14][CH3:15])=[C:10]([C:16]([F:19])([F:18])[F:17])[CH:9]=[CH:8][C:5]=1[CH2:6][NH:22][C:23]1[CH:36]=[CH:35][C:26]2[C@H:27]([CH2:30][C:31]([O:33][CH3:34])=[O:32])[CH2:28][O:29][C:25]=2[CH:24]=1. (4) Given the reactants P(Br)(Br)[Br:2].[CH2:5]([O:12][C:13]1[CH:18]=[CH:17][C:16]([CH2:19]O)=[CH:15][C:14]=1[Cl:21])[C:6]1[CH:11]=[CH:10][CH:9]=[CH:8][CH:7]=1, predict the reaction product. The product is: [CH2:5]([O:12][C:13]1[CH:18]=[CH:17][C:16]([CH2:19][Br:2])=[CH:15][C:14]=1[Cl:21])[C:6]1[CH:11]=[CH:10][CH:9]=[CH:8][CH:7]=1. (5) Given the reactants [F:1][C:2]1[CH:7]=[CH:6][C:5]([C:8]2[C:17]([CH2:18]O)=[C:16]3[C:11]([NH:12][C:13]([CH3:22])([CH3:21])[C:14](=[O:20])[NH:15]3)=[CH:10][CH:9]=2)=[C:4]([O:23][CH3:24])[CH:3]=1.C(N(CC)CC)C.CS([Cl:36])(=O)=O.C(OCC)(=O)C, predict the reaction product. The product is: [Cl:36][CH2:18][C:17]1[C:8]([C:5]2[CH:6]=[CH:7][C:2]([F:1])=[CH:3][C:4]=2[O:23][CH3:24])=[CH:9][CH:10]=[C:11]2[C:16]=1[NH:15][C:14](=[O:20])[C:13]([CH3:22])([CH3:21])[NH:12]2. (6) Given the reactants [CH:1]1([C:4]([NH:6][C:7]2[CH:8]=[C:9]3[C:14](=[CH:15][CH:16]=2)[N:13]=[CH:12][CH:11]=[C:10]3[S:17][C:18]2([C:22]([O:24]CC)=[O:23])[CH2:21][CH2:20][CH2:19]2)=[O:5])[CH2:3][CH2:2]1.O.[OH-].[Li+].Cl.ClCCl, predict the reaction product. The product is: [CH:1]1([C:4]([NH:6][C:7]2[CH:8]=[C:9]3[C:14](=[CH:15][CH:16]=2)[N:13]=[CH:12][CH:11]=[C:10]3[S:17][C:18]2([C:22]([OH:24])=[O:23])[CH2:19][CH2:20][CH2:21]2)=[O:5])[CH2:3][CH2:2]1.